This data is from Reaction yield outcomes from USPTO patents with 853,638 reactions. The task is: Predict the reaction yield, written as a fraction of the theoretical maximum amount of product (1.0 means a 100% yield; for example, 0.34 means a 34% yield). (1) The reactants are [C:1]([N:4]1[C:13]2[C:8](=[CH:9][C:10]([C:14](O)=O)=[CH:11][CH:12]=2)[C@H:7]([NH:17][C:18]([O:20][CH:21]([CH3:23])[CH3:22])=[O:19])[CH2:6][C@@H:5]1[CH3:24])(=[O:3])[CH3:2].CN(C(ON1N=NC2C=CC=NC1=2)=[N+](C)C)C.F[P-](F)(F)(F)(F)F.CCN(C(C)C)C(C)C.[OH:58][NH:59][C:60](=[NH:70])[CH2:61][NH:62][C:63](=[O:69])[O:64][C:65]([CH3:68])([CH3:67])[CH3:66]. The catalyst is CN(C)C=O. The product is [C:1]([N:4]1[C:13]2[C:8](=[CH:9][C:10]([C:14]3[O:58][N:59]=[C:60]([CH2:61][NH:62][C:63]([O:64][C:65]([CH3:66])([CH3:67])[CH3:68])=[O:69])[N:70]=3)=[CH:11][CH:12]=2)[C@H:7]([NH:17][C:18](=[O:19])[O:20][CH:21]([CH3:22])[CH3:23])[CH2:6][C@@H:5]1[CH3:24])(=[O:3])[CH3:2]. The yield is 0.479. (2) The reactants are [Cl:1][C:2]1[CH:18]=[CH:17][C:5]([C:6]([NH:8][C:9]2[CH:14]=[CH:13][C:12]([S:15][CH3:16])=[CH:11][CH:10]=2)=O)=[CH:4][CH:3]=1.COC1C=CC(P2(SP(C3C=CC(OC)=CC=3)(=S)S2)=[S:28])=CC=1. The catalyst is C1(C)C=CC=CC=1. The product is [Cl:1][C:2]1[CH:18]=[CH:17][C:5]([C:6](=[S:28])[NH:8][C:9]2[CH:14]=[CH:13][C:12]([S:15][CH3:16])=[CH:11][CH:10]=2)=[CH:4][CH:3]=1. The yield is 0.480. (3) The reactants are Cl[C:2]1[S:3][C:4]([C:11]([O:13][CH2:14][CH3:15])=[O:12])=[C:5]([C:7]([F:10])([F:9])[F:8])[N:6]=1.[NH:16]1[CH2:21][CH2:20][O:19][CH2:18][CH2:17]1. The catalyst is CS(C)=O. The product is [O:19]1[CH2:20][CH2:21][N:16]([C:2]2[S:3][C:4]([C:11]([O:13][CH2:14][CH3:15])=[O:12])=[C:5]([C:7]([F:10])([F:9])[F:8])[N:6]=2)[CH2:17][CH2:18]1. The yield is 0.960. (4) The reactants are [CH:1]1[C:6]([CH:7]=O)=[CH:5][C:4]2[O:9][CH2:10][O:11][C:3]=2[CH:2]=1.C([O-])(=O)C.[NH4+].[N+:17]([CH3:20])([O-:19])=[O:18]. The catalyst is C(O)(=O)C. The product is [N+:17]([CH:20]=[CH:7][C:6]1[CH:1]=[CH:2][C:3]2[O:11][CH2:10][O:9][C:4]=2[CH:5]=1)([O-:19])=[O:18]. The yield is 0.800. (5) The reactants are [C:1]([O:5][C:6](=[O:34])[CH2:7][CH:8]([NH:15][S:16]([C:19]1[CH:24]=[CH:23][C:22]([NH2:25])=[CH:21][C:20]=1[O:26][CH2:27][C:28]1[CH:33]=[CH:32][CH:31]=[CH:30][CH:29]=1)(=[O:18])=[O:17])[C:9]([N:11]([O:13][CH3:14])[CH3:12])=[O:10])([CH3:4])([CH3:3])[CH3:2].C(N(CC)CC)C.[C:42](Cl)(=[O:44])[CH3:43]. The catalyst is C(Cl)Cl. The product is [C:1]([O:5][C:6](=[O:34])[CH2:7][CH:8]([NH:15][S:16]([C:19]1[CH:24]=[CH:23][C:22]([NH:25][C:42](=[O:44])[CH3:43])=[CH:21][C:20]=1[O:26][CH2:27][C:28]1[CH:33]=[CH:32][CH:31]=[CH:30][CH:29]=1)(=[O:18])=[O:17])[C:9]([N:11]([O:13][CH3:14])[CH3:12])=[O:10])([CH3:4])([CH3:2])[CH3:3]. The yield is 0.850. (6) The yield is 0.850. The reactants are C[O:2][C:3]([C:5]1([CH3:19])[CH2:9][O:8][C:7]([CH3:11])([CH3:10])[N:6]1[C:12]([O:14][C:15]([CH3:18])([CH3:17])[CH3:16])=[O:13])=[O:4].O[Li].O. The product is [C:15]([O:14][C:12]([N:6]1[C:5]([CH3:19])([C:3]([OH:4])=[O:2])[CH2:9][O:8][C:7]1([CH3:11])[CH3:10])=[O:13])([CH3:18])([CH3:16])[CH3:17]. The catalyst is C1COCC1.O.